From a dataset of Full USPTO retrosynthesis dataset with 1.9M reactions from patents (1976-2016). Predict the reactants needed to synthesize the given product. (1) Given the product [CH3:19][C@H:13]1[CH2:14][CH2:15][CH2:16][C@@H:17]([CH3:18])[N:12]1[C:10]1[N:6]2[CH:7]=[C:2]([F:1])[CH:3]=[CH:4][C:5]2=[N:8][N:9]=1, predict the reactants needed to synthesize it. The reactants are: [F:1][C:2]1[CH:3]=[CH:4][C:5]([NH:8][NH:9][C:10]([N:12]2[C@H:17]([CH3:18])[CH2:16][CH2:15][CH2:14][C@@H:13]2[CH3:19])=O)=[N:6][CH:7]=1.C1(P(C2C=CC=CC=2)C2C=CC=CC=2)C=CC=CC=1.CCN(CC)CC.ClC(Cl)(Cl)C(Cl)(Cl)Cl. (2) Given the product [CH3:1][O:2][C:3](=[O:56])[C:4]1[CH:9]=[C:8]([CH2:10][NH:11][C:12](=[O:54])[C:13]2[CH:18]=[CH:17][CH:16]=[C:15]([CH2:19][CH2:20][NH:21][C:22]([C@:24]34[CH2:50][CH2:49][C@@H:48]([C:51]([CH3:53])=[CH2:52])[CH:25]3[CH:26]3[C@@:39]([CH3:42])([CH2:40][CH2:41]4)[C@@:38]4([CH3:43])[CH:29]([C@:30]5([CH3:47])[CH:35]([CH2:36][CH2:37]4)[C:34]([CH3:45])([CH3:44])[C@@H:33]([OH:46])[CH2:32][CH2:31]5)[CH2:28][CH2:27]3)=[O:23])[CH:14]=2)[CH:7]=[CH:6][C:5]=1[O:55][CH2:60][CH2:59][CH2:58][Br:57], predict the reactants needed to synthesize it. The reactants are: [CH3:1][O:2][C:3](=[O:56])[C:4]1[CH:9]=[C:8]([CH2:10][NH:11][C:12](=[O:54])[C:13]2[CH:18]=[CH:17][CH:16]=[C:15]([CH2:19][CH2:20][NH:21][C:22]([C@:24]34[CH2:50][CH2:49][C@@H:48]([C:51]([CH3:53])=[CH2:52])[CH:25]3[CH:26]3[C@@:39]([CH3:42])([CH2:40][CH2:41]4)[C@@:38]4([CH3:43])[CH:29]([C@:30]5([CH3:47])[CH:35]([CH2:36][CH2:37]4)[C:34]([CH3:45])([CH3:44])[C@@H:33]([OH:46])[CH2:32][CH2:31]5)[CH2:28][CH2:27]3)=[O:23])[CH:14]=2)[CH:7]=[CH:6][C:5]=1[OH:55].[Br:57][CH2:58][CH2:59][CH2:60]Br.C(=O)([O-])[O-].[K+].[K+].